This data is from Catalyst prediction with 721,799 reactions and 888 catalyst types from USPTO. The task is: Predict which catalyst facilitates the given reaction. (1) Reactant: [F:1][C:2]([F:11])([F:10])[C:3]1[CH:9]=[CH:8][C:6]([NH2:7])=[CH:5][CH:4]=1.[NH:12]1[C:16]2[CH:17]=[CH:18][CH:19]=[CH:20][C:15]=2[N:14]=[N:13]1.[CH:21]1([CH:24]=O)[CH2:23][CH2:22]1.CCCCCC. Product: [N:12]1([CH:24]([NH:7][C:6]2[CH:8]=[CH:9][C:3]([C:2]([F:10])([F:11])[F:1])=[CH:4][CH:5]=2)[CH:21]2[CH2:23][CH2:22]2)[C:16]2[CH:17]=[CH:18][CH:19]=[CH:20][C:15]=2[N:14]=[N:13]1. The catalyst class is: 11. (2) Reactant: [CH2:1]([NH:3][NH2:4])[CH3:2].[C:5](OCC)(=[O:9])[C:6]#[C:7][CH3:8]. Product: [CH2:1]([N:3]1[C:5]([OH:9])=[CH:6][C:7]([CH3:8])=[N:4]1)[CH3:2]. The catalyst class is: 4. (3) Reactant: [Br:1][C:2]1[CH:13]=[CH:12][C:5]([O:6][CH2:7][C:8]([CH3:11])([NH2:10])[CH3:9])=[CH:4][CH:3]=1.[C:14](O[C:14]([O:16][C:17]([CH3:20])([CH3:19])[CH3:18])=[O:15])([O:16][C:17]([CH3:20])([CH3:19])[CH3:18])=[O:15]. Product: [C:17]([O:16][C:14](=[O:15])[NH:10][C:8]([CH3:11])([CH3:9])[CH2:7][O:6][C:5]1[CH:12]=[CH:13][C:2]([Br:1])=[CH:3][CH:4]=1)([CH3:20])([CH3:19])[CH3:18]. The catalyst class is: 4. (4) Reactant: C([O:5][C:6](=[O:30])[CH2:7][O:8][C:9]1[CH:14]=[CH:13][CH:12]=[C:11]([CH2:15][O:16][C:17]2[C:18]([NH:23][C:24]3[S:25][CH:26]=[C:27]([CH3:29])[N:28]=3)=[N:19][CH:20]=[CH:21][CH:22]=2)[CH:10]=1)(C)(C)C.[F:31][C:32]([F:37])([F:36])[C:33]([OH:35])=[O:34]. Product: [F:31][C:32]([F:37])([F:36])[C:33]([OH:35])=[O:34].[CH3:29][C:27]1[N:28]=[C:24]([NH:23][C:18]2[C:17]([O:16][CH2:15][C:11]3[CH:10]=[C:9]([CH:14]=[CH:13][CH:12]=3)[O:8][CH2:7][C:6]([OH:30])=[O:5])=[CH:22][CH:21]=[CH:20][N:19]=2)[S:25][CH:26]=1. The catalyst class is: 2. (5) Reactant: [OH:1][C:2]1[CH:11]=[C:10]([OH:12])[CH:9]=[C:8]2[C:3]=1[C:4](=[O:25])[C:5]([O:23][CH3:24])=[C:6]([C:13]1[CH:18]=[CH:17][C:16]([O:19][CH3:20])=[C:15]([O:21][CH3:22])[CH:14]=1)[O:7]2.C(N(CC)C(C)C)(C)C.[CH3:35][O:36][CH2:37]Cl.Cl. Product: [OH:1][C:2]1[CH:11]=[C:10]([O:12][CH2:35][O:36][CH3:37])[CH:9]=[C:8]2[C:3]=1[C:4](=[O:25])[C:5]([O:23][CH3:24])=[C:6]([C:13]1[CH:18]=[CH:17][C:16]([O:19][CH3:20])=[C:15]([O:21][CH3:22])[CH:14]=1)[O:7]2. The catalyst class is: 18. (6) Reactant: C([O:3][C:4](=[O:27])[CH2:5][N:6]1[C:14]([NH2:15])=[N:13][C:12]2[C:7]1=[N:8][C:9]([C:17]([O:19][CH2:20][C:21]1[CH:26]=[CH:25][CH:24]=[CH:23][CH:22]=1)=[O:18])=[N:10][C:11]=2[I:16])C.O.[OH-].[Li+].Cl. Product: [CH2:20]([O:19][C:17]([C:9]1[N:8]=[C:7]2[C:12]([N:13]=[C:14]([NH2:15])[N:6]2[CH2:5][C:4]([OH:27])=[O:3])=[C:11]([I:16])[N:10]=1)=[O:18])[C:21]1[CH:26]=[CH:25][CH:24]=[CH:23][CH:22]=1. The catalyst class is: 30. (7) Product: [F:1][C:2]1[CH:9]=[C:8]([CH2:10][OH:15])[CH:7]=[CH:6][C:3]=1[C:4]#[N:5]. The catalyst class is: 2. Reactant: [F:1][C:2]1[CH:9]=[C:8]([CH:10]=C)[CH:7]=[CH:6][C:3]=1[C:4]#[N:5].[BH4-].[Na+].C[OH:15]. (8) Reactant: [Cl:1][C:2]1[C:7]([C:8]2[CH:13]=[CH:12][CH:11]=[CH:10][CH:9]=2)=[C:6](Cl)[N:5]2[N:15]=[C:16]([C:18]3[CH:23]=[CH:22][CH:21]=[CH:20][N:19]=3)[N:17]=[C:4]2[N:3]=1.[CH3:24][NH2:25]. Product: [Cl:1][C:2]1[C:7]([C:8]2[CH:13]=[CH:12][CH:11]=[CH:10][CH:9]=2)=[C:6]([NH:25][CH3:24])[N:5]2[N:15]=[C:16]([C:18]3[CH:23]=[CH:22][CH:21]=[CH:20][N:19]=3)[N:17]=[C:4]2[N:3]=1. The catalyst class is: 198. (9) Reactant: [Cl:1][C:2]1[CH:7]=[CH:6][CH:5]=[C:4]([Cl:8])[C:3]=1[CH2:9][S:10]([C:13]1[CH:14]=[C:15]2[C:19](=[CH:20][CH:21]=1)[NH:18][C:17](=[O:22])[CH2:16]2)(=[O:12])=[O:11].[CH3:23][C@H:24]1[NH:29][C@@H:28]([CH3:30])[CH2:27][N:26]([C:31](=[O:43])[CH2:32][CH2:33][C:34]2[C:35]([CH3:42])=[C:36]([CH:40]=O)[NH:37][C:38]=2[CH3:39])[CH2:25]1.N1CCCCC1. Product: [Cl:8][C:4]1[CH:5]=[CH:6][CH:7]=[C:2]([Cl:1])[C:3]=1[CH2:9][S:10]([C:13]1[CH:14]=[C:15]2[C:19](=[CH:20][CH:21]=1)[NH:18][C:17](=[O:22])/[C:16]/2=[CH:40]\[C:36]1[NH:37][C:38]([CH3:39])=[C:34]([CH2:33][CH2:32][C:31]([N:26]2[CH2:27][C@H:28]([CH3:30])[NH:29][C@H:24]([CH3:23])[CH2:25]2)=[O:43])[C:35]=1[CH3:42])(=[O:12])=[O:11]. The catalyst class is: 8. (10) Reactant: COC[O:4][CH2:5][CH2:6][CH2:7][C:8]1[C:9]([CH:13]([CH3:15])[CH3:14])=[N:10][NH:11][CH:12]=1.Cl[C:17]1[N:18]=[N:19][C:20]([C:23]([F:26])([F:25])[F:24])=[CH:21][CH:22]=1.[H-].[Na+].[H][H]. Product: [CH3:14][CH:13]([C:9]1[C:8]([CH2:7][CH2:6][CH2:5][OH:4])=[CH:12][N:11]([C:17]2[N:18]=[N:19][C:20]([C:23]([F:26])([F:25])[F:24])=[CH:21][CH:22]=2)[N:10]=1)[CH3:15]. The catalyst class is: 145.